This data is from Peptide-MHC class I binding affinity with 185,985 pairs from IEDB/IMGT. The task is: Regression. Given a peptide amino acid sequence and an MHC pseudo amino acid sequence, predict their binding affinity value. This is MHC class I binding data. (1) The peptide sequence is VPADHRLAF. The MHC is HLA-B15:01 with pseudo-sequence HLA-B15:01. The binding affinity (normalized) is 0.0847. (2) The peptide sequence is YLVAYQATI. The MHC is HLA-A02:06 with pseudo-sequence HLA-A02:06. The binding affinity (normalized) is 0.715. (3) The peptide sequence is GHGFRFEVK. The MHC is HLA-A11:01 with pseudo-sequence HLA-A11:01. The binding affinity (normalized) is 0.255. (4) The peptide sequence is VYSFDESSF. The MHC is HLA-B08:02 with pseudo-sequence HLA-B08:02. The binding affinity (normalized) is 0.0847. (5) The peptide sequence is CLDAGINYV. The MHC is HLA-A02:03 with pseudo-sequence HLA-A02:03. The binding affinity (normalized) is 0.828. (6) The peptide sequence is FQAGWEDPT. The MHC is HLA-A26:01 with pseudo-sequence HLA-A26:01. The binding affinity (normalized) is 0.0847. (7) The peptide sequence is VRMYNPTN. The MHC is Mamu-B08 with pseudo-sequence Mamu-B08. The binding affinity (normalized) is 0.187. (8) The peptide sequence is FVATFRDMLL. The MHC is HLA-A02:02 with pseudo-sequence HLA-A02:02. The binding affinity (normalized) is 1.00. (9) The peptide sequence is RLQLIMPAR. The MHC is HLA-A31:01 with pseudo-sequence HLA-A31:01. The binding affinity (normalized) is 0.466. (10) The peptide sequence is MPICMDVRAI. The MHC is HLA-A30:01 with pseudo-sequence HLA-A30:01. The binding affinity (normalized) is 0.0389.